Dataset: Forward reaction prediction with 1.9M reactions from USPTO patents (1976-2016). Task: Predict the product of the given reaction. (1) Given the reactants [CH3:1][O:2]/[N:3]=[C:4](/[C:15]1[CH:20]=[CH:19][CH:18]=[C:17]([F:21])[CH:16]=1)\[CH2:5][O:6][C:7]1[CH:12]=[CH:11][C:10]([CH2:13][OH:14])=[CH:9][CH:8]=1.[C:22]([CH:24]([C:30]1[CH:35]=[CH:34][C:33](O)=[CH:32][CH:31]=1)[CH2:25][C:26]([O:28]C)=[O:27])#[N:23], predict the reaction product. The product is: [C:22]([CH:24]([C:30]1[CH:35]=[CH:34][C:33]([O:14][CH2:13][C:10]2[CH:9]=[CH:8][C:7]([O:6][CH2:5]/[C:4](/[C:15]3[CH:20]=[CH:19][CH:18]=[C:17]([F:21])[CH:16]=3)=[N:3]\[O:2][CH3:1])=[CH:12][CH:11]=2)=[CH:32][CH:31]=1)[CH2:25][C:26]([OH:28])=[O:27])#[N:23]. (2) Given the reactants Cl[C:2]1[N:7]=[C:6]([NH:8][CH:9]2[CH2:14][CH2:13][O:12][CH2:11][CH2:10]2)[C:5]([N+:15]([O-:17])=[O:16])=[CH:4][CH:3]=1.[OH-:18].[K+], predict the reaction product. The product is: [N+:15]([C:5]1[CH:4]=[CH:3][C:2]([OH:18])=[N:7][C:6]=1[NH:8][CH:9]1[CH2:14][CH2:13][O:12][CH2:11][CH2:10]1)([O-:17])=[O:16].